Dataset: Forward reaction prediction with 1.9M reactions from USPTO patents (1976-2016). Task: Predict the product of the given reaction. (1) Given the reactants [Br:1][C:2]1[CH:10]=[C:9]2[C:5]([C:6]([CH:11]=[O:12])=[CH:7][NH:8]2)=[CH:4][CH:3]=1.[C-]#N.[Na+].ClCCl.[CH3:19][OH:20], predict the reaction product. The product is: [Br:1][C:2]1[CH:10]=[C:9]2[C:5]([C:6]([C:11]([O:20][CH3:19])=[O:12])=[CH:7][NH:8]2)=[CH:4][CH:3]=1. (2) Given the reactants [CH3:1][N:2]1[CH2:6][CH2:5][CH2:4][C:3]1=O.[Br:8][CH:9]([CH2:11][CH3:12])[CH3:10], predict the reaction product. The product is: [Br-:8].[CH2:10]([N+:2]1([CH3:1])[CH2:6][CH2:5][CH2:4][CH2:3]1)[CH2:9][CH2:11][CH3:12].